Dataset: Reaction yield outcomes from USPTO patents with 853,638 reactions. Task: Predict the reaction yield, written as a fraction of the theoretical maximum amount of product (1.0 means a 100% yield; for example, 0.34 means a 34% yield). (1) The reactants are F[C:2]1[CH:15]=[CH:14][C:13]([C:16]([F:19])([F:18])[F:17])=[CH:12][C:3]=1[C:4]([C:6]1[CH:11]=[CH:10][CH:9]=[CH:8][CH:7]=1)=O.[NH2:20][NH2:21]. No catalyst specified. The product is [C:6]1([C:4]2[C:3]3[C:2](=[CH:15][CH:14]=[C:13]([C:16]([F:19])([F:18])[F:17])[CH:12]=3)[NH:21][N:20]=2)[CH:11]=[CH:10][CH:9]=[CH:8][CH:7]=1. The yield is 0.760. (2) The reactants are [F:1][C:2]1[CH:3]=[CH:4][C:5]([NH:8][C:9](=[O:31])[CH2:10][S:11]C(C2C=CC=CC=2)(C2C=CC=CC=2)C2C=CC=CC=2)=[N:6][CH:7]=1.FC(F)(F)C(O)=O. The catalyst is ClCCl. The product is [F:1][C:2]1[CH:3]=[CH:4][C:5]([NH:8][C:9](=[O:31])[CH2:10][SH:11])=[N:6][CH:7]=1. The yield is 0.990. (3) The reactants are C([N:8]1[C:20]2[C:19]([O:21][CH2:22][CH2:23][CH2:24]Br)=[C:18]3[N:26](C(OC(C)(C)C)=O)[C:27]4[CH:28]=[CH:29][C:30]([F:33])=[CH:31][C:32]=4[C:17]3=[CH:16][C:15]=2[C:14]2[C:9]1=[CH:10][CH:11]=[C:12]([F:41])[CH:13]=2)(OC(C)(C)C)=O.[OH:42][C:43]1[CH2:47][CH2:46][NH:45][CH:44]=1. No catalyst specified. The product is [F:41][C:12]1[CH:13]=[C:14]2[C:9](=[CH:10][CH:11]=1)[NH:8][C:20]1[C:19]([O:21][CH2:22][CH2:23][CH2:24][N:45]3[CH2:46][CH2:47][CH:43]([OH:42])[CH2:44]3)=[C:18]3[NH:26][C:27]4[CH:28]=[CH:29][C:30]([F:33])=[CH:31][C:32]=4[C:17]3=[CH:16][C:15]2=1. The yield is 0.900.